This data is from HIV replication inhibition screening data with 41,000+ compounds from the AIDS Antiviral Screen. The task is: Binary Classification. Given a drug SMILES string, predict its activity (active/inactive) in a high-throughput screening assay against a specified biological target. (1) The molecule is OC(CCN1CCOCC1)(c1cccc(Cl)c1)C1CCCCC1. The result is 0 (inactive). (2) The molecule is COc1c(C(C)C)cc2c3c1OC(=O)C31CCCC(C)(C)C1CC2. The result is 0 (inactive). (3) The drug is c1ccc(CNc2nncc3[nH]cnc23)cc1. The result is 0 (inactive). (4) The result is 1 (active). The drug is O=Cc1cc(C(=O)Nc2ccc(C=Cc3ccc(NC(=O)c4cc(C=O)c5cccnc5c4O)cc3S(=O)(=O)O)c(S(=O)(=O)O)c2)c(O)c2ncccc12.[NaH]. (5) The molecule is N#Cc1[nH]c(=O)n(-c2ccc(Cl)cc2)c1N. The result is 0 (inactive). (6) The molecule is Cc1ccc(C(=O)C=C2SSC(=CC(=O)c3ccc(C)cc3)S2)cc1. The result is 0 (inactive). (7) The compound is COc1cc(C(=O)N2CCc3c([nH]c4c([N+](=O)[O-])c(OC)ccc34)C2C)cc(OC)c1OC. The result is 0 (inactive). (8) The compound is NC(=O)Nc1ccc(S(=O)(=O)c2ccc(N)cc2)cc1. The result is 0 (inactive).